From a dataset of Forward reaction prediction with 1.9M reactions from USPTO patents (1976-2016). Predict the product of the given reaction. (1) Given the reactants [CH:1]1([CH2:4][N:5]2[CH2:10][CH2:9][CH:8]([O:11][CH:12]3[CH2:17][CH2:16][N:15](C(OC(C)(C)C)=O)[CH2:14][CH2:13]3)[CH2:7][CH2:6]2)[CH2:3][CH2:2]1.Cl, predict the reaction product. The product is: [CH:1]1([CH2:4][N:5]2[CH2:10][CH2:9][CH:8]([O:11][CH:12]3[CH2:13][CH2:14][NH:15][CH2:16][CH2:17]3)[CH2:7][CH2:6]2)[CH2:2][CH2:3]1. (2) Given the reactants [NH2:1][C:2]1[CH:7]=[C:6]([CH3:8])[C:5]([NH:9][C:10](=[O:17])[CH2:11][CH:12]2[CH2:16][CH2:15][CH2:14][CH2:13]2)=[C:4]([CH3:18])[CH:3]=1.[F:19][C:20]([F:30])([F:29])[C:21]1[N:26]=[CH:25][C:24]([CH:27]=O)=[CH:23][CH:22]=1, predict the reaction product. The product is: [CH:12]1([CH2:11][C:10]([NH:9][C:5]2[C:4]([CH3:18])=[CH:3][C:2]([NH:1][CH2:27][C:24]3[CH:25]=[N:26][C:21]([C:20]([F:30])([F:19])[F:29])=[CH:22][CH:23]=3)=[CH:7][C:6]=2[CH3:8])=[O:17])[CH2:16][CH2:15][CH2:14][CH2:13]1. (3) Given the reactants [F:1][C:2]1[C:7]([F:8])=[CH:6][CH:5]=[CH:4][C:3]=1[C:9]1[N:41]=[C:12]2[CH:13]=[N:14][N:15]([CH:17]([C:22]3[O:26][N:25]=[C:24]([C:27]4[CH:32]=[CH:31][C:30]([O:33][CH2:34][CH2:35][CH3:36])=[CH:29][C:28]=4[C:37]([F:40])([F:39])[F:38])[CH:23]=3)[C:18]([O:20][CH3:21])=[O:19])[CH:16]=[C:11]2[N:10]=1.C(=O)([O-])[O-].[K+].[K+].CC(O)=O.[CH2:52]([OH:64])[CH2:53][O:54][CH2:55][CH2:56][O:57][CH2:58][CH2:59][O:60][CH2:61]CO.COCCOC, predict the reaction product. The product is: [F:1][C:2]1[C:7]([F:8])=[CH:6][CH:5]=[CH:4][C:3]=1[C:9]1[N:41]=[C:12]2[CH:13]=[N:14][N:15]([CH:17]([C:22]3[O:26][N:25]=[C:24]([C:27]4[CH:32]=[CH:31][C:30]([O:33][CH2:34][CH2:35][CH3:36])=[CH:29][C:28]=4[C:37]([F:38])([F:40])[F:39])[CH:23]=3)[C:18]([O:20][CH2:21][CH2:61][O:60][CH2:59][CH2:58][O:57][CH2:56][CH2:55][O:54][CH2:53][CH2:52][OH:64])=[O:19])[CH:16]=[C:11]2[N:10]=1. (4) Given the reactants Cl.[C:2]1([C:30]2[CH:35]=[CH:34][CH:33]=[CH:32][CH:31]=2)[CH:7]=[CH:6][C:5]([C:8]([NH:10][CH2:11][CH2:12][O:13][C:14]2[CH:19]=[CH:18][C:17]([CH2:20][CH:21]([NH:27][CH2:28][CH3:29])[C:22]([O:24]CC)=[O:23])=[CH:16][CH:15]=2)=[O:9])=[CH:4][CH:3]=1.[OH-].[Na+], predict the reaction product. The product is: [C:2]1([C:30]2[CH:31]=[CH:32][CH:33]=[CH:34][CH:35]=2)[CH:3]=[CH:4][C:5]([C:8]([NH:10][CH2:11][CH2:12][O:13][C:14]2[CH:19]=[CH:18][C:17]([CH2:20][CH:21]([NH:27][CH2:28][CH3:29])[C:22]([OH:24])=[O:23])=[CH:16][CH:15]=2)=[O:9])=[CH:6][CH:7]=1. (5) The product is: [C:15]([C:14]1[CH:17]=[CH:18][C:11]([C:8]2[N:6]3[CH:7]=[C:2]([C:27]4[CH:28]=[CH:29][C:30]([C:33]([O:35][CH3:36])=[O:34])=[N:31][CH:32]=4)[N:3]=[CH:4][C:5]3=[N:10][CH:9]=2)=[CH:12][CH:13]=1)#[N:16]. Given the reactants Br[C:2]1[N:3]=[CH:4][C:5]2[N:6]([C:8]([C:11]3[CH:18]=[CH:17][C:14]([C:15]#[N:16])=[CH:13][CH:12]=3)=[CH:9][N:10]=2)[CH:7]=1.CC1(C)C(C)(C)OB([C:27]2[CH:28]=[CH:29][C:30]([C:33]([O:35][CH3:36])=[O:34])=[N:31][CH:32]=2)O1.C([O-])([O-])=O.[Na+].[Na+], predict the reaction product. (6) Given the reactants [NH2:1][C:2]1[CH:3]=[C:4]([C:9]2[CH:10]=[CH:11][C:12]3[O:18][CH2:17][CH2:16][N:15]([C:19]([O:21][CH2:22][CH:23]=[CH2:24])=[O:20])[CH2:14][C:13]=3[CH:25]=2)[CH:5]=[CH:6][C:7]=1[NH2:8], predict the reaction product. The product is: [CH3:22][O:21][C:19]([NH:15][C:14]1[NH:8][C:7]2[CH:6]=[CH:5][C:4]([C:9]3[CH:10]=[CH:11][C:12]4[O:18][CH2:17][CH2:16][N:15]([C:19]([O:21][CH2:22][CH:23]=[CH2:24])=[O:20])[CH2:14][C:13]=4[CH:25]=3)=[CH:3][C:2]=2[N:1]=1)=[O:20]. (7) Given the reactants Br[CH2:2][CH:3]([F:21])[CH2:4][CH2:5][N:6]1[CH:11]=[CH:10][C:9]([NH:12][C:13](=[O:19])[O:14][C:15]([CH3:18])([CH3:17])[CH3:16])=[N:8][C:7]1=[O:20].[N-:22]=[N+:23]=[N-:24].[Na+].C(OC)(=O)C#C.CC(O)=O.CCN(C(C)C)C(C)C, predict the reaction product. The product is: [N:22]([CH2:2][CH:3]([F:21])[CH2:4][CH2:5][N:6]1[CH:11]=[CH:10][C:9]([NH:12][C:13](=[O:19])[O:14][C:15]([CH3:18])([CH3:17])[CH3:16])=[N:8][C:7]1=[O:20])=[N+:23]=[N-:24]. (8) Given the reactants C([O:8][C@@H:9]([C@H:16]([O:38]CC1C=CC=CC=1)[C@H:17]([O:30]CC1C=CC=CC=1)[CH2:18][N:19]([O:22]CC1C=CC=CC=1)[CH:20]=[O:21])[CH2:10][CH2:11][P:12](=[O:15])([OH:14])[OH:13])C1C=CC=CC=1.C1COCC1.C(O)(=O)C, predict the reaction product. The product is: [OH:8][C@@H:9]([C@H:16]([OH:38])[C@H:17]([OH:30])[CH2:18][N:19]([OH:22])[CH:20]=[O:21])[CH2:10][CH2:11][P:12](=[O:13])([OH:15])[OH:14].